Dataset: Retrosynthesis with 50K atom-mapped reactions and 10 reaction types from USPTO. Task: Predict the reactants needed to synthesize the given product. (1) Given the product O=C(O)C(O)Cc1ccc(O)c(O)c1, predict the reactants needed to synthesize it. The reactants are: O=C(O)C(=O)Cc1ccc(O)c(O)c1. (2) Given the product CCOC(=O)c1cc(Cc2cnc(SC)nc2)c2ccccc2n1, predict the reactants needed to synthesize it. The reactants are: CCOC(=O)c1cc(B2OC(C)(C)C(C)(C)O2)c2ccccc2n1.CSc1ncc(CBr)cn1. (3) Given the product Cc1nc2cc(OC[C@H](O)CN3CCN(C4CCN(c5ccccc5)C4=O)CC3)ccc2s1, predict the reactants needed to synthesize it. The reactants are: Cc1nc2cc(OCC(O)CN3CCNCC3)ccc2s1.O=C1C(Cl)CCN1c1ccccc1.